Dataset: Forward reaction prediction with 1.9M reactions from USPTO patents (1976-2016). Task: Predict the product of the given reaction. (1) Given the reactants Cl.[OH:2][C@@H:3]1[CH2:7][CH2:6][NH:5][CH2:4]1.[CH2:8]([O:10][C:11]([N:13]=[C:14]=[S:15])=[O:12])[CH3:9], predict the reaction product. The product is: [CH2:8]([O:10][C:11](=[O:12])[NH:13][C:14]([N:5]1[CH2:6][CH2:7][C@@H:3]([OH:2])[CH2:4]1)=[S:15])[CH3:9]. (2) Given the reactants [CH3:1][C:2]1[CH:3]=[C:4]([C:9]#[C:10][C:11]([NH2:13])=[O:12])[CH:5]=[CH:6][C:7]=1[CH3:8].[CH3:14][CH2:15][CH2:16][CH2:17][SnH:18]([CH2:23][CH2:24][CH2:25][CH3:26])[CH2:19][CH2:20][CH2:21][CH3:22], predict the reaction product. The product is: [CH3:1][C:2]1[CH:3]=[C:4](/[CH:9]=[C:10](/[Sn:18]([CH2:19][CH2:20][CH2:21][CH3:22])([CH2:23][CH2:24][CH2:25][CH3:26])[CH2:17][CH2:16][CH2:15][CH3:14])\[C:11]([NH2:13])=[O:12])[CH:5]=[CH:6][C:7]=1[CH3:8]. (3) The product is: [Cl:11][C:12]1[C:20]2[CH:19]=[C:18]([C:21](=[O:23])[CH2:22][C:32]([C:27]3[CH:28]=[C:29]([Cl:31])[CH:30]=[C:25]([Cl:24])[CH:26]=3)([OH:37])[C:33]([F:36])([F:35])[F:34])[S:17][C:16]=2[CH:15]=[CH:14][CH:13]=1. Given the reactants [Li+].C[Si]([N-][Si](C)(C)C)(C)C.[Cl:11][C:12]1[C:20]2[CH:19]=[C:18]([C:21](=[O:23])[CH3:22])[S:17][C:16]=2[CH:15]=[CH:14][CH:13]=1.[Cl:24][C:25]1[CH:26]=[C:27]([C:32](=[O:37])[C:33]([F:36])([F:35])[F:34])[CH:28]=[C:29]([Cl:31])[CH:30]=1, predict the reaction product.